Regression/Classification. Given a drug SMILES string, predict its absorption, distribution, metabolism, or excretion properties. Task type varies by dataset: regression for continuous measurements (e.g., permeability, clearance, half-life) or binary classification for categorical outcomes (e.g., BBB penetration, CYP inhibition). Dataset: cyp3a4_veith. From a dataset of CYP3A4 inhibition data for predicting drug metabolism from PubChem BioAssay. (1) The drug is Cc1ccccc1OCC(=O)NNC(=O)Nc1ccc(Cl)cc1. The result is 0 (non-inhibitor). (2) The molecule is O=C(O)CSc1cc(-c2ccccc2)nc2ccccc12. The result is 0 (non-inhibitor). (3) The drug is Cc1cn2c(-c3ccncc3)nnc2s1. The result is 0 (non-inhibitor). (4) The compound is COc1ccccc1-c1nc(N(C)Cc2ccco2)c2ccccc2n1. The result is 1 (inhibitor).